Dataset: Peptide-MHC class II binding affinity with 134,281 pairs from IEDB. Task: Regression. Given a peptide amino acid sequence and an MHC pseudo amino acid sequence, predict their binding affinity value. This is MHC class II binding data. (1) The MHC is DRB1_0301 with pseudo-sequence DRB1_0301. The peptide sequence is THFPFDEQNCSMK. The binding affinity (normalized) is 0. (2) The peptide sequence is LELKKLGEVSWEEEA. The MHC is DRB1_0701 with pseudo-sequence DRB1_0701. The binding affinity (normalized) is 0. (3) The peptide sequence is IAAMMTSPLSVASMT. The MHC is DRB1_1201 with pseudo-sequence DRB1_1201. The binding affinity (normalized) is 0.613. (4) The peptide sequence is SIYGAKFADENFIKK. The MHC is HLA-DQA10501-DQB10301 with pseudo-sequence HLA-DQA10501-DQB10301. The binding affinity (normalized) is 0.206. (5) The peptide sequence is VFLQTHIFAEVLKDAIKDL. The MHC is HLA-DQA10102-DQB10602 with pseudo-sequence HLA-DQA10102-DQB10602. The binding affinity (normalized) is 0.417. (6) The peptide sequence is AQLGYTIRQLERLLQ. The MHC is DRB1_0301 with pseudo-sequence DRB1_0301. The binding affinity (normalized) is 0.563. (7) The binding affinity (normalized) is 0.763. The MHC is DRB1_1302 with pseudo-sequence DRB1_1302. The peptide sequence is THGIRPVVSTQLLLY.